From a dataset of Reaction yield outcomes from USPTO patents with 853,638 reactions. Predict the reaction yield, written as a fraction of the theoretical maximum amount of product (1.0 means a 100% yield; for example, 0.34 means a 34% yield). (1) The reactants are [H-].[Na+].[Cl:3][C:4]1[CH:9]=[CH:8][C:7]([N:10]2[C:19](=[O:20])[C:18]3[C:13](=[CH:14][CH:15]=[CH:16][CH:17]=3)[N:12]=[C:11]2[C:21]2[CH:22]=[C:23]3[C:27](=[CH:28][CH:29]=2)[NH:26][CH:25]=[CH:24]3)=[CH:6][CH:5]=1.[CH3:30]I. The catalyst is C1COCC1. The product is [Cl:3][C:4]1[CH:9]=[CH:8][C:7]([N:10]2[C:19](=[O:20])[C:18]3[C:13](=[CH:14][CH:15]=[CH:16][CH:17]=3)[N:12]=[C:11]2[C:21]2[CH:22]=[C:23]3[C:27](=[CH:28][CH:29]=2)[N:26]([CH3:30])[CH:25]=[CH:24]3)=[CH:6][CH:5]=1. The yield is 0.650. (2) The reactants are [CH3:1][CH:2]1[CH:7]=[C:6]([CH3:8])[CH2:5][CH:4]([CH3:9])[CH:3]1[CH:10]([OH:13])[CH2:11][CH3:12]. The catalyst is CC(C)=O.S(=O)(=O)(O)O.O.[O-2].[O-2].[O-2].[Cr+6]. The product is [CH3:1][CH:2]1[CH:7]=[C:6]([CH3:8])[CH2:5][CH:4]([CH3:9])[CH:3]1[C:10](=[O:13])[CH2:11][CH3:12]. The yield is 0.630. (3) The reactants are Cl[CH2:2][CH2:3][NH:4][C:5]([NH:7][C@@H:8]([CH3:12])[CH2:9][O:10][CH3:11])=[O:6].[H-].[Na+].CCOC(C)=O.O. The yield is 0.110. The product is [CH3:11][O:10][CH2:9][C@@H:8]([N:7]1[CH2:2][CH2:3][NH:4][C:5]1=[O:6])[CH3:12]. The catalyst is C1COCC1. (4) The reactants are [CH2:1]([O:3][C:4]([C:6]1[C:7](Cl)=[N:8][C:9]([S:12][CH3:13])=[N:10][CH:11]=1)=[O:5])[CH3:2].[CH3:15][NH2:16]. The catalyst is CCO. The product is [CH2:1]([O:3][C:4]([C:6]1[C:7]([NH:16][CH3:15])=[N:8][C:9]([S:12][CH3:13])=[N:10][CH:11]=1)=[O:5])[CH3:2]. The yield is 0.880. (5) The reactants are [F:1][C:2]1[CH:3]=[C:4]([O:20][CH2:21][CH2:22][O:23][CH3:24])[C:5]([O:15][CH2:16][CH2:17][O:18][CH3:19])=[C:6]([C:8]2[C:9]([CH3:14])=[N:10][NH:11][C:12]=2[NH2:13])[CH:7]=1.[Cl:25][C:26]1[CH:27]=[C:28]([CH:31]=[CH:32][C:33]=1[OH:34])[CH:29]=O.FC(F)(F)C(O)=O. The catalyst is CO. The product is [ClH:25].[Cl:25][C:26]1[CH:27]=[C:28]([C:29]2[C:7]3[C:2]([F:1])=[CH:3][C:4]([O:20][CH2:21][CH2:22][O:23][CH3:24])=[C:5]([O:15][CH2:16][CH2:17][O:18][CH3:19])[C:6]=3[C:8]3[C:9]([CH3:14])=[N:10][NH:11][C:12]=3[N:13]=2)[CH:31]=[CH:32][C:33]=1[OH:34]. The yield is 0.330. (6) The reactants are [NH2:1][C:2]1[CH:10]=[C:9]([F:11])[CH:8]=[C:7]([F:12])[C:3]=1[C:4]([NH2:6])=[O:5].C([Si](C)(C)[O:18][CH2:19][CH2:20][O:21][C:22]1[C:29]([CH3:30])=[CH:28][C:25]([CH:26]=O)=[CH:24][C:23]=1[CH3:31])(C)(C)C.S([O-])(O)=O.[Na+].C1(C)C=CC(S(O)(=O)=O)=CC=1.CCCC[N+](CCCC)(CCCC)CCCC.[F-]. The catalyst is CN(C)C(=O)C.O.C1COCC1.CO. The product is [F:12][C:7]1[CH:8]=[C:9]([F:11])[CH:10]=[C:2]2[C:3]=1[C:4](=[O:5])[NH:6][C:26]([C:25]1[CH:28]=[C:29]([CH3:30])[C:22]([O:21][CH2:20][CH2:19][OH:18])=[C:23]([CH3:31])[CH:24]=1)=[N:1]2. The yield is 0.0500. (7) The reactants are [Cl:1][C:2]1[C:20]([Cl:21])=[CH:19][C:5]2[N:6]([C:9]3[S:13][C:12]([C:14]([O:16][CH3:17])=[O:15])=[C:11]([OH:18])[CH:10]=3)[CH:7]=[N:8][C:4]=2[CH:3]=1.[S:22]1[CH:26]=[CH:25][CH:24]=[C:23]1[CH2:27]O.N(C(OCC)=O)NC(OCC)=O. No catalyst specified. The product is [Cl:1][C:2]1[C:20]([Cl:21])=[CH:19][C:5]2[N:6]([C:9]3[S:13][C:12]([C:14]([O:16][CH3:17])=[O:15])=[C:11]([O:18][CH2:27][C:23]4[S:22][CH:26]=[CH:25][CH:24]=4)[CH:10]=3)[CH:7]=[N:8][C:4]=2[CH:3]=1. The yield is 0.600. (8) The reactants are [NH2:1][C:2]1[CH:9]=[CH:8][C:5]([C:6]#[N:7])=[CH:4][CH:3]=1.Br[CH2:11][CH2:12][CH2:13][CH2:14][O:15][C:16]1[CH:21]=[CH:20][C:19]([C:22](=[O:24])[CH3:23])=[C:18]([OH:25])[C:17]=1[CH2:26][CH2:27][CH3:28].C[Si]([N-][Si](C)(C)C)(C)C.[K+].C1(C)C=CC=CC=1. The catalyst is O1CCCC1. The product is [C:22]([C:19]1[CH:20]=[CH:21][C:16]([O:15][CH2:14][CH2:13][CH2:12][CH2:11][NH:1][C:2]2[CH:9]=[CH:8][C:5]([C:6]#[N:7])=[CH:4][CH:3]=2)=[C:17]([CH2:26][CH2:27][CH3:28])[C:18]=1[OH:25])(=[O:24])[CH3:23]. The yield is 0.200. (9) The catalyst is C(OCC)(=O)C.C(O)C.O.[Cl-].[Zn+2].[Cl-]. The yield is 0.580. The reactants are C1COCC1.[BH4-].[Na+].[OH:8][C@@:9]([C:42]1[CH:51]=[CH:50][C:49]2[C:44](=[CH:45][CH:46]=[C:47]([C:52]([NH:54][CH3:55])=[O:53])[CH:48]=2)[CH:43]=1)([C:18]1[N:19]=[CH:20][N:21]([C:23]([C:36]2[CH:41]=[CH:40][CH:39]=[CH:38][CH:37]=2)([C:30]2[CH:35]=[CH:34][CH:33]=[CH:32][CH:31]=2)[C:24]2[CH:29]=[CH:28][CH:27]=[CH:26][CH:25]=2)[CH:22]=1)[CH2:10][C:11](OC(C)(C)C)=[O:12].[Cl-].[NH4+]. The product is [OH:8][C@@:9]([C:42]1[CH:43]=[C:44]2[C:49](=[CH:50][CH:51]=1)[CH:48]=[C:47]([C:52]([NH:54][CH3:55])=[O:53])[CH:46]=[CH:45]2)([C:18]1[N:19]=[CH:20][N:21]([C:23]([C:30]2[CH:35]=[CH:34][CH:33]=[CH:32][CH:31]=2)([C:36]2[CH:37]=[CH:38][CH:39]=[CH:40][CH:41]=2)[C:24]2[CH:29]=[CH:28][CH:27]=[CH:26][CH:25]=2)[CH:22]=1)[CH2:10][CH2:11][OH:12]. (10) The reactants are Cl.[CH:2]([O:5][CH:6]1[CH2:11][CH2:10][NH:9][CH2:8][CH2:7]1)([CH3:4])[CH3:3].C(N(CC)CC)C.[F:19][C:20]1[CH:28]=[CH:27][C:26]([CH2:29][C:30]2[C:39]3[CH2:38][CH2:37][CH2:36][CH2:35][C:34]=3[C:33](=[O:40])[NH:32][N:31]=2)=[CH:25][C:21]=1[C:22](O)=[O:23].F[P-](F)(F)(F)(F)F.N1(OC(N(C)C)=[N+](C)C)C2C=CC=CC=2N=N1. The catalyst is CN(C=O)C. The product is [F:19][C:20]1[CH:28]=[CH:27][C:26]([CH2:29][C:30]2[C:39]3[CH2:38][CH2:37][CH2:36][CH2:35][C:34]=3[C:33](=[O:40])[NH:32][N:31]=2)=[CH:25][C:21]=1[C:22]([N:9]1[CH2:10][CH2:11][CH:6]([O:5][CH:2]([CH3:4])[CH3:3])[CH2:7][CH2:8]1)=[O:23]. The yield is 0.308.